Dataset: Forward reaction prediction with 1.9M reactions from USPTO patents (1976-2016). Task: Predict the product of the given reaction. Given the reactants C[Si](C)(C)CC[O:5][C:6](=[O:42])[CH:7]([CH2:33][CH:34]=[CH:35][CH2:36][P:37]([OH:41])([O:39][CH3:40])=[O:38])[CH2:8][C:9]([CH3:32])=[CH:10][CH2:11][C:12]1[C:13]([O:25]CC[Si](C)(C)C)=[C:14]2[C:18](=[C:19]([CH3:23])[C:20]=1[O:21][CH3:22])[CH2:17][O:16][C:15]2=[O:24].CCCC[N+](CCCC)(CCCC)CCCC.[F-], predict the reaction product. The product is: [OH:25][C:13]1[C:12]([CH2:11][CH:10]=[C:9]([CH3:32])[CH2:8][CH:7]([CH2:33][CH:34]=[CH:35][CH2:36][P:37]([OH:41])([O:39][CH3:40])=[O:38])[C:6]([OH:42])=[O:5])=[C:20]([O:21][CH3:22])[C:19]([CH3:23])=[C:18]2[C:14]=1[C:15](=[O:24])[O:16][CH2:17]2.